This data is from Full USPTO retrosynthesis dataset with 1.9M reactions from patents (1976-2016). The task is: Predict the reactants needed to synthesize the given product. (1) Given the product [C:21]([O:20][C:18]([N:15]1[CH2:16][CH2:17][CH:12]([CH2:10][OH:9])[CH:13]([NH:25][CH2:26][C:27]2[CH:28]=[CH:29][CH:30]=[CH:31][CH:32]=2)[CH2:14]1)=[O:19])([CH3:24])([CH3:22])[CH3:23], predict the reactants needed to synthesize it. The reactants are: [H-].[H-].[H-].[H-].[Li+].[Al+3].C([O:9][C:10]([CH:12]1[CH2:17][CH2:16][N:15]([C:18]([O:20][C:21]([CH3:24])([CH3:23])[CH3:22])=[O:19])[CH2:14][CH:13]1[NH:25][CH2:26][C:27]1[CH:32]=[CH:31][CH:30]=[CH:29][CH:28]=1)=O)C. (2) Given the product [O:1]1[C:5]2[CH:6]=[CH:7][CH:8]=[CH:9][C:4]=2[CH:3]=[C:2]1/[CH:10]=[C:11]1\[CH2:12][C:13]([O:26][CH3:27])=[C:14]([C:17]2[C:18]([CH3:25])=[CH:19][C:20]([CH3:24])=[CH:21][C:22]=2[CH3:23])[C:15]\1=[O:16], predict the reactants needed to synthesize it. The reactants are: [O:1]1[C:5]2[CH:6]=[CH:7][CH:8]=[CH:9][C:4]=2[CH:3]=[C:2]1[CH:10](O)[CH:11]1[C:15](=[O:16])[C:14]([C:17]2[C:22]([CH3:23])=[CH:21][C:20]([CH3:24])=[CH:19][C:18]=2[CH3:25])=[C:13]([O:26][CH3:27])[CH2:12]1.C(=O)([O-])[O-].[K+].[K+].CI. (3) Given the product [CH3:15][C:13](=[CH2:14])[C:12]([O:8][C@@H:6]1[CH2:7][C@H:2]([CH3:1])[CH2:3][CH2:4][C@H:5]1[CH:9]([CH3:11])[CH3:10])=[O:16], predict the reactants needed to synthesize it. The reactants are: [CH3:1][C@H:2]1[CH2:7][C@@H:6]([OH:8])[C@H:5]([CH:9]([CH3:11])[CH3:10])[CH2:4][CH2:3]1.[C:12](Cl)(=[O:16])[C:13]([CH3:15])=[CH2:14].C(N(CC)CC)C. (4) Given the product [F:1][C:2]1[CH:3]=[C:4]2[C:8](=[CH:9][CH:10]=1)[NH:7][CH2:6][C:5]2([CH2:13][CH2:14][O:15][CH3:16])[CH3:12], predict the reactants needed to synthesize it. The reactants are: [F:1][C:2]1[CH:3]=[C:4]2[C:8](=[CH:9][CH:10]=1)[NH:7][C:6](=O)[C:5]2([CH2:13][CH2:14][O:15][CH3:16])[CH3:12].[H-].[Al+3].[Li+].[H-].[H-].[H-].O. (5) Given the product [F:31][C:32]1[CH:33]=[C:34]([NH:38][C:39](=[O:62])[NH:40][C:41]2[CH:42]=[CH:43][C:44]([C:47]3[S:51][C:50]([CH:52]4[CH2:53][CH2:54][CH:55]([C:58]([OH:60])=[O:59])[CH2:56][CH2:57]4)=[N:49][CH:48]=3)=[CH:45][CH:46]=2)[CH:35]=[CH:36][CH:37]=1, predict the reactants needed to synthesize it. The reactants are: FC(F)(F)C1C=C(NC(=O)NC2C=CC(C3SC(CCC(O)=O)=NC=3)=CC=2)C=CC=1.[F:31][C:32]1[CH:33]=[C:34]([NH:38][C:39](=[O:62])[NH:40][C:41]2[CH:46]=[CH:45][C:44]([C:47]3[S:51][C:50]([CH:52]4[CH2:57][CH2:56][CH:55]([C:58]([O:60]C)=[O:59])[CH2:54][CH2:53]4)=[N:49][CH:48]=3)=[CH:43][CH:42]=2)[CH:35]=[CH:36][CH:37]=1. (6) The reactants are: [OH:1][CH2:2][C:3]1[CH:4]=[C:5]2[C:9](=[CH:10][CH:11]=1)[C:8](=[O:12])[CH2:7][CH2:6]2.C(N(CC)CC)C.[CH3:20][S:21](Cl)(=[O:23])=[O:22].N. Given the product [CH3:20][S:21]([O:1][CH2:2][C:3]1[CH:4]=[C:5]2[C:9](=[CH:10][CH:11]=1)[C:8](=[O:12])[CH2:7][CH2:6]2)(=[O:23])=[O:22], predict the reactants needed to synthesize it. (7) The reactants are: [CH3:1][N:2]1[CH2:6][CH2:5][CH:4]([C:7](=O)[C:8]2[CH:13]=[CH:12][CH:11]=[N:10][CH:9]=2)C1=O.[OH-].[Na+].[BH4-].[K+]. Given the product [N:10]1[CH:9]=[C:8]([CH:7]2[CH2:4][CH2:5][CH2:6][N:2]2[CH3:1])[CH:13]=[CH:12][CH:11]=1, predict the reactants needed to synthesize it. (8) Given the product [CH:1]1([C:4]2[N:8]=[C:7]([CH:9]3[CH2:14][CH:13]([C:15]4[CH:16]=[CH:17][C:18]([C:21]([F:22])([F:24])[F:23])=[CH:19][CH:20]=4)[CH2:12][NH:11][CH2:10]3)[O:6][N:5]=2)[CH2:2][CH2:3]1, predict the reactants needed to synthesize it. The reactants are: [CH:1]1([C:4]2[N:8]=[C:7]([CH:9]3[CH2:14][CH:13]([C:15]4[CH:20]=[CH:19][C:18]([C:21]([F:24])([F:23])[F:22])=[CH:17][CH:16]=4)[CH2:12][N:11](C(OC(C)(C)C)=O)[CH2:10]3)[O:6][N:5]=2)[CH2:3][CH2:2]1.FC(F)(F)C(O)=O.